This data is from Catalyst prediction with 721,799 reactions and 888 catalyst types from USPTO. The task is: Predict which catalyst facilitates the given reaction. Product: [F:23][C:20]([F:21])([F:22])[C:17]1[CH:18]=[CH:19][C:14]([C:4]2([NH2:1])[C:13]3[N:12]=[CH:11][CH:10]=[CH:9][C:8]=3[CH2:7][CH2:6][CH2:5]2)=[CH:15][CH:16]=1. The catalyst class is: 1. Reactant: [N:1]([C:4]1([C:14]2[CH:19]=[CH:18][C:17]([C:20]([F:23])([F:22])[F:21])=[CH:16][CH:15]=2)[C:13]2[N:12]=[CH:11][CH:10]=[CH:9][C:8]=2[CH2:7][CH2:6][CH2:5]1)=[N+]=[N-].[H-].[H-].[H-].[H-].[Li+].[Al+3].